Dataset: Reaction yield outcomes from USPTO patents with 853,638 reactions. Task: Predict the reaction yield, written as a fraction of the theoretical maximum amount of product (1.0 means a 100% yield; for example, 0.34 means a 34% yield). (1) The reactants are [CH3:1][CH:2]([C:4]1[N:8]([CH2:9][C:10]2[C:19]3[C:14](=[CH:15][CH:16]=[CH:17][CH:18]=3)[CH:13]=[CH:12][CH:11]=2)[C:7]2[CH:20]=[C:21]([N:25]3[CH2:30][CH2:29][O:28][CH2:27][CH2:26]3)[CH:22]=[C:23](N)[C:6]=2[N:5]=1)[CH3:3].[OH:31]S(O)(=O)=O.N([O-])=O.[Na+].C([O-])(O)=O.[Na+]. The catalyst is O. The product is [CH3:3][CH:2]([C:4]1[N:8]([CH2:9][C:10]2[C:19]3[C:14](=[CH:15][CH:16]=[CH:17][CH:18]=3)[CH:13]=[CH:12][CH:11]=2)[C:7]2[CH:20]=[C:21]([N:25]3[CH2:26][CH2:27][O:28][CH2:29][CH2:30]3)[CH:22]=[C:23]([OH:31])[C:6]=2[N:5]=1)[CH3:1]. The yield is 0.270. (2) The reactants are Br[C:2]1[O:6][C:5]([CH2:7][O:8][C:9]2[C:10]([F:19])=[C:11]([C:15]([F:18])=[CH:16][CH:17]=2)[C:12]([NH2:14])=[O:13])=[N:4][C:3]=1[C:20]1[CH:25]=[CH:24][C:23]([O:26][CH3:27])=[CH:22][CH:21]=1.O.[OH-].[Na+]. The catalyst is C(O)(=O)C.[Zn]. The product is [F:19][C:10]1[C:9]([O:8][CH2:7][C:5]2[O:6][CH:2]=[C:3]([C:20]3[CH:25]=[CH:24][C:23]([O:26][CH3:27])=[CH:22][CH:21]=3)[N:4]=2)=[CH:17][CH:16]=[C:15]([F:18])[C:11]=1[C:12]([NH2:14])=[O:13]. The yield is 0.400. (3) The reactants are [CH3:1][C:2](C)([O-])C.[K+].[CH3:7][N:8]1[CH2:29][C:14]23[CH2:15][CH2:16][CH:17]4[CH:26]([CH:13]2[CH2:12][CH2:11][CH:10]3[CH:9]1[CH3:30])[CH2:25][CH:24]=[C:23]1[C:18]4([CH3:28])[CH2:19][CH2:20][C:21](=O)[CH2:22]1. The catalyst is [Br-].C([P+](C1C=CC=CC=1)(C1C=CC=CC=1)C1C=CC=CC=1)C.C1(C)C=CC=CC=1.C1COCC1. The product is [CH:1](=[C:21]1[CH2:22][C:23]2[C:18]([CH3:28])([CH:17]3[CH:26]([CH2:25][CH:24]=2)[CH:13]2[CH2:12][CH2:11][CH:10]4[CH:9]([CH3:30])[N:8]([CH3:7])[CH2:29][C:14]24[CH2:15][CH2:16]3)[CH2:19][CH2:20]1)[CH3:2]. The yield is 0.460. (4) The reactants are [C:1]([O:5][C:6]([NH:8][C@@H:9]([CH2:12][C:13]1[CH:18]=[CH:17][CH:16]=[CH:15][CH:14]=1)[CH2:10]O)=[O:7])([CH3:4])([CH3:3])[CH3:2].C1(P(C2C=CC=CC=2)C2C=CC=CC=2)C=CC=CC=1.N(C(OCC)=O)=NC(OCC)=O. The catalyst is C1COCC1. The product is [C:1]([O:5][C:6]([N:8]1[CH2:10][C@@H:9]1[CH2:12][C:13]1[CH:18]=[CH:17][CH:16]=[CH:15][CH:14]=1)=[O:7])([CH3:4])([CH3:3])[CH3:2]. The yield is 0.760. (5) No catalyst specified. The reactants are [O:1]1[C:5]2[CH:6]=[CH:7][C:8]([C:10](=[O:12])C)=[CH:9][C:4]=2[CH2:3][CH2:2]1.Cl[O-].[Na+].S(=O)(O)[O-:17].[Na+].Cl. The yield is 0.970. The product is [O:1]1[C:5]2[CH:6]=[CH:7][C:8]([C:10]([OH:12])=[O:17])=[CH:9][C:4]=2[CH2:3][CH2:2]1. (6) The reactants are [F:1][CH:2]([F:13])[C:3]1[CH:12]=[C:11]2[C:6]([CH:7]=[CH:8][CH:9]=[N:10]2)=[CH:5][CH:4]=1.[BH3-]C#N.[Na+].B(F)(F)F.CCOCC.C([O-])(O)=O.[Na+]. The catalyst is CO. The product is [F:13][CH:2]([F:1])[C:3]1[CH:12]=[C:11]2[C:6]([CH2:7][CH2:8][CH2:9][NH:10]2)=[CH:5][CH:4]=1. The yield is 0.560. (7) The reactants are C(OC([N:8]1[C:16]2[C:11](=[CH:12][C:13]([C:17]([C:19]3([CH2:31][CH2:32][CH3:33])[CH2:23][CH2:22][CH2:21][N:20]3C(OC(C)(C)C)=O)=[O:18])=[CH:14][CH:15]=2)[CH:10]=[CH:9]1)=O)(C)(C)C.C(O)(C(F)(F)F)=O. The catalyst is C(Cl)Cl. The product is [NH:8]1[C:16]2[C:11](=[CH:12][C:13]([C:17]([C:19]3([CH2:31][CH2:32][CH3:33])[CH2:23][CH2:22][CH2:21][NH:20]3)=[O:18])=[CH:14][CH:15]=2)[CH:10]=[CH:9]1. The yield is 0.720.